From a dataset of Full USPTO retrosynthesis dataset with 1.9M reactions from patents (1976-2016). Predict the reactants needed to synthesize the given product. (1) Given the product [NH2:2][C:1]([C:3]1[CH:4]=[C:5]([CH:9]=[C:10]([C:12]([N:14]([CH2:18][CH2:19][CH3:20])[CH2:15][CH2:16][CH3:17])=[O:13])[CH:11]=1)[C:6]([OH:8])=[O:7])=[O:22], predict the reactants needed to synthesize it. The reactants are: [C:1]([C:3]1[CH:4]=[C:5]([CH:9]=[C:10]([C:12]([N:14]([CH2:18][CH2:19][CH3:20])[CH2:15][CH2:16][CH3:17])=[O:13])[CH:11]=1)[C:6]([OH:8])=[O:7])#[N:2].C(=O)([O-])[O-:22].[K+].[K+].CC(C)=O.NC(N)=O.OO. (2) Given the product [CH2:1]([C:3]1[O:4][C:5]2[C:11]([CH2:12][O:13][C:14]3[N:19]=[C:18]([C:20]([F:21])([F:22])[F:23])[C:17]([CH2:24][CH2:25][C:26]([O:28][CH2:29][CH3:30])=[O:27])=[CH:16][CH:15]=3)=[CH:10][C:9]([F:31])=[CH:8][C:6]=2[CH:7]=1)[CH3:2], predict the reactants needed to synthesize it. The reactants are: [CH2:1]([C:3]1[O:4][C:5]2[C:11]([CH2:12][O:13][C:14]3[N:19]=[C:18]([C:20]([F:23])([F:22])[F:21])[C:17](/[CH:24]=[CH:25]/[C:26]([O:28][CH2:29][CH3:30])=[O:27])=[CH:16][CH:15]=3)=[CH:10][C:9]([F:31])=[CH:8][C:6]=2[CH:7]=1)[CH3:2]. (3) The reactants are: [O:1]=[S:2]1(=[O:17])[CH2:7][C:6](=[O:8])[NH:5][C:4]2[CH:9]=[C:10]([CH2:13][C:14]([OH:16])=O)[CH:11]=[CH:12][C:3]1=2.CCN=C=NCCCN(C)C.C1C=CC2N(O)N=NC=2C=1.[Si:39]([O:46][C@H:47]1[CH2:51][CH2:50][N:49]([CH2:52][C@@H:53]([NH:65][CH2:66][CH3:67])[C:54]2[CH:59]=[CH:58][CH:57]=[C:56]([O:60][C:61]([F:64])([F:63])[F:62])[CH:55]=2)[CH2:48]1)([C:42]([CH3:45])([CH3:44])[CH3:43])([CH3:41])[CH3:40]. Given the product [Si:39]([O:46][C@H:47]1[CH2:51][CH2:50][N:49]([CH2:52][C@@H:53]([N:65]([CH2:66][CH3:67])[C:14](=[O:16])[CH2:13][C:10]2[CH:11]=[CH:12][C:3]3[S:2](=[O:1])(=[O:17])[CH2:7][C:6](=[O:8])[NH:5][C:4]=3[CH:9]=2)[C:54]2[CH:59]=[CH:58][CH:57]=[C:56]([O:60][C:61]([F:62])([F:64])[F:63])[CH:55]=2)[CH2:48]1)([C:42]([CH3:45])([CH3:44])[CH3:43])([CH3:41])[CH3:40], predict the reactants needed to synthesize it.